This data is from Full USPTO retrosynthesis dataset with 1.9M reactions from patents (1976-2016). The task is: Predict the reactants needed to synthesize the given product. Given the product [Cl:1][C:2]1[CH:7]=[C:6]2[NH:8][C:9](=[O:30])[C:10]3([CH:15]([C:16]4[CH:21]=[CH:20][CH:19]=[C:18]([Cl:22])[CH:17]=4)[CH2:14][CH2:13][NH:12][CH:11]3[C:24]3[CH:25]=[N:26][CH:27]=[CH:28][CH:29]=3)[C:5]2=[CH:4][CH:3]=1, predict the reactants needed to synthesize it. The reactants are: [Cl:1][C:2]1[CH:7]=[C:6]2[NH:8][C:9](=[O:30])[C:10]3([CH:15]([C:16]4[CH:21]=[CH:20][CH:19]=[C:18]([Cl:22])[CH:17]=4)[CH2:14][C:13](=O)[NH:12][CH:11]3[C:24]3[CH:25]=[N:26][CH:27]=[CH:28][CH:29]=3)[C:5]2=[CH:4][CH:3]=1.[BH4-].[Na+].